From a dataset of NCI-60 drug combinations with 297,098 pairs across 59 cell lines. Regression. Given two drug SMILES strings and cell line genomic features, predict the synergy score measuring deviation from expected non-interaction effect. Drug 1: CC1=C(C(CCC1)(C)C)C=CC(=CC=CC(=CC(=O)O)C)C. Drug 2: C1=CN(C=N1)CC(O)(P(=O)(O)O)P(=O)(O)O. Cell line: A498. Synergy scores: CSS=1.59, Synergy_ZIP=-2.78, Synergy_Bliss=-2.69, Synergy_Loewe=-6.08, Synergy_HSA=-3.90.